Dataset: NCI-60 drug combinations with 297,098 pairs across 59 cell lines. Task: Regression. Given two drug SMILES strings and cell line genomic features, predict the synergy score measuring deviation from expected non-interaction effect. (1) Drug 1: CCCS(=O)(=O)NC1=C(C(=C(C=C1)F)C(=O)C2=CNC3=C2C=C(C=N3)C4=CC=C(C=C4)Cl)F. Drug 2: CCC(=C(C1=CC=CC=C1)C2=CC=C(C=C2)OCCN(C)C)C3=CC=CC=C3.C(C(=O)O)C(CC(=O)O)(C(=O)O)O. Cell line: UACC-257. Synergy scores: CSS=42.8, Synergy_ZIP=5.04, Synergy_Bliss=6.81, Synergy_Loewe=-11.3, Synergy_HSA=4.47. (2) Drug 1: C1CNP(=O)(OC1)N(CCCl)CCCl. Drug 2: CC1C(C(CC(O1)OC2CC(CC3=C2C(=C4C(=C3O)C(=O)C5=CC=CC=C5C4=O)O)(C(=O)C)O)N)O. Cell line: OVCAR-4. Synergy scores: CSS=21.4, Synergy_ZIP=2.60, Synergy_Bliss=3.15, Synergy_Loewe=-40.5, Synergy_HSA=1.84.